Dataset: Catalyst prediction with 721,799 reactions and 888 catalyst types from USPTO. Task: Predict which catalyst facilitates the given reaction. (1) Reactant: [CH3:1][C:2]1[C:6]2[N:7]=[C:8]([CH2:12][CH2:13][CH3:14])O[C:10](=[O:11])[C:5]=2[S:4][N:3]=1.[CH2:15]([NH2:22])[C:16]1[CH:21]=[CH:20][CH:19]=[CH:18][CH:17]=1. Product: [CH2:15]([N:22]1[C:10](=[O:11])[C:5]2[S:4][N:3]=[C:2]([CH3:1])[C:6]=2[N:7]=[C:8]1[CH2:12][CH2:13][CH3:14])[C:16]1[CH:21]=[CH:20][CH:19]=[CH:18][CH:17]=1. The catalyst class is: 33. (2) Reactant: [H-].[Na+].[O:3]1[CH2:8][CH2:7][CH2:6][O:5][CH:4]1[C:9]1[C:18]2[C:13](=[CH:14][CH:15]=[CH:16][CH:17]=2)[CH:12]=[C:11]([CH2:19][OH:20])[CH:10]=1.I[CH3:22].[Cl-].[NH4+]. Product: [CH3:22][O:20][CH2:19][C:11]1[CH:10]=[C:9]([CH:4]2[O:5][CH2:6][CH2:7][CH2:8][O:3]2)[C:18]2[C:13]([CH:12]=1)=[CH:14][CH:15]=[CH:16][CH:17]=2. The catalyst class is: 9. (3) Reactant: Br[C:2]1[CH:7]=[CH:6][C:5]([F:8])=[CH:4][N:3]=1.[Li]CCCC.[C:14]([C:17]1[CH:18]=[N:19][C:20]([N:23]2[CH2:28][CH2:27][N:26]([C:29]([O:31][CH2:32][C:33]3[CH:38]=[CH:37][CH:36]=[CH:35][CH:34]=3)=[O:30])[CH2:25][CH2:24]2)=[N:21][CH:22]=1)(=[O:16])[CH3:15]. Product: [F:8][C:5]1[CH:6]=[CH:7][C:2]([C:14]([C:17]2[CH:18]=[N:19][C:20]([N:23]3[CH2:28][CH2:27][N:26]([C:29]([O:31][CH2:32][C:33]4[CH:38]=[CH:37][CH:36]=[CH:35][CH:34]=4)=[O:30])[CH2:25][CH2:24]3)=[N:21][CH:22]=2)([OH:16])[CH3:15])=[N:3][CH:4]=1. The catalyst class is: 1. (4) Reactant: [Cl:1][C:2]1[CH:7]=[CH:6][C:5]([CH:8]([C:20]2[CH:25]=[CH:24][C:23]([Cl:26])=[CH:22][CH:21]=2)[C:9]2[CH:10]=[C:11]3[C:16](=[CH:17][CH:18]=2)[N:15]=[CH:14][N:13]=[C:12]3Cl)=[CH:4][CH:3]=1.Cl.[N:28]1[CH:33]=[CH:32][CH:31]=[CH:30][C:29]=1[N:34]1[CH2:39][CH2:38][CH:37]([NH2:40])[CH2:36][CH2:35]1. Product: [Cl:1][C:2]1[CH:3]=[CH:4][C:5]([CH:8]([C:20]2[CH:21]=[CH:22][C:23]([Cl:26])=[CH:24][CH:25]=2)[C:9]2[CH:10]=[C:11]3[C:16](=[CH:17][CH:18]=2)[N:15]=[CH:14][N:13]=[C:12]3[NH:40][CH:37]2[CH2:38][CH2:39][N:34]([C:29]3[CH:30]=[CH:31][CH:32]=[CH:33][N:28]=3)[CH2:35][CH2:36]2)=[CH:6][CH:7]=1. The catalyst class is: 32. (5) Reactant: [CH3:1][O:2][C:3](=[O:15])[C:4](=O)[CH:5]=[CH:6][C:7]1[CH:12]=[CH:11][C:10]([Br:13])=[CH:9][CH:8]=1.Cl.[F:17][C:18]1[CH:23]=[C:22]([F:24])[CH:21]=[CH:20][C:19]=1[NH:25][NH2:26]. Product: [CH3:1][O:2][C:3]([C:4]1[CH2:5][CH:6]([C:7]2[CH:12]=[CH:11][C:10]([Br:13])=[CH:9][CH:8]=2)[N:25]([C:19]2[CH:20]=[CH:21][C:22]([F:24])=[CH:23][C:18]=2[F:17])[N:26]=1)=[O:15]. The catalyst class is: 15. (6) Reactant: C(OC([NH:11][C@:12]1([PH:20]([NH:22][CH2:23][CH2:24][CH3:25])=[O:21])[CH2:17][CH2:16][CH2:15][N:14]([NH2:18])[C:13]1=[O:19])=O)C1C=CC=CC=1. Product: [NH2:11][C:12]1([PH:20]([NH:22][CH2:23][CH2:24][CH3:25])=[O:21])[CH2:17][CH2:16][CH2:15][N:14]([NH2:18])[C:13]1=[O:19]. The catalyst class is: 19. (7) Reactant: COC(=O)C1C=[C:25]([C:27]([F:30])([F:29])[F:28])[CH:24]=[C:6]([C:7]([N:9]([C:11]2[CH:12]=[N:13][CH:14]=[CH:15][C:16]=2[C:17]2[CH:22]=[CH:21][CH:20]=[CH:19][C:18]=2[Cl:23])[CH3:10])=[O:8])[CH:5]=1.[CH3:32][Mg]Br.[C:35]([CH:38]([CH:40]([C:42]([O-])=O)O)[OH:39])([O-])=O.[K+].[Na+]. Product: [Cl:23][C:18]1[CH:19]=[CH:20][CH:21]=[CH:22][C:17]=1[C:16]1[CH:15]=[CH:14][N:13]=[CH:12][C:11]=1[N:9]([CH3:10])[C:7](=[O:8])[C:6]1[CH:24]=[C:25]([C:27]([F:28])([F:29])[F:30])[CH:42]=[C:40]([C:38]([OH:39])([CH3:35])[CH3:32])[CH:5]=1. The catalyst class is: 1. (8) Reactant: [CH:1]1([C@H:5]([NH:13][C:14]([C:16]2[C:21]([CH3:22])=[CH:20][C:19](=[O:23])[N:18]([NH2:24])[C:17]=2[CH3:25])=[O:15])[C:6]2[CH:11]=[CH:10][CH:9]=[C:8]([F:12])[CH:7]=2)[CH2:4][CH2:3][CH2:2]1.[CH:26](=O)[CH2:27][CH3:28].C(O)(=O)C.C([BH3-])#N.[Na+]. Product: [CH:1]1([C@H:5]([NH:13][C:14]([C:16]2[C:21]([CH3:22])=[CH:20][C:19](=[O:23])[N:18]([NH:24][CH2:26][CH2:27][CH3:28])[C:17]=2[CH3:25])=[O:15])[C:6]2[CH:11]=[CH:10][CH:9]=[C:8]([F:12])[CH:7]=2)[CH2:4][CH2:3][CH2:2]1. The catalyst class is: 5. (9) Reactant: [F:1][C:2]1[CH:3]=[C:4]([NH:10]C(=O)OC(C)(C)C)[CH:5]=[C:6]([CH3:9])[C:7]=1[F:8].Cl. Product: [F:1][C:2]1[CH:3]=[C:4]([CH:5]=[C:6]([CH3:9])[C:7]=1[F:8])[NH2:10]. The catalyst class is: 2.